Dataset: Reaction yield outcomes from USPTO patents with 853,638 reactions. Task: Predict the reaction yield, written as a fraction of the theoretical maximum amount of product (1.0 means a 100% yield; for example, 0.34 means a 34% yield). (1) The yield is 0.750. The product is [CH:22]1([C:20]([C:14]2[CH:15]=[C:16]([CH3:19])[CH:17]=[CH:18][C:13]=2[NH:12][C:10](=[O:11])[NH:9][C:6]2[S:7][CH:8]=[C:4]([CH2:3][CH2:2][NH:1][S:28]([CH3:27])(=[O:30])=[O:29])[N:5]=2)=[O:21])[CH2:23][CH2:24][CH2:25][CH2:26]1. The reactants are [NH2:1][CH2:2][CH2:3][C:4]1[N:5]=[C:6]([NH:9][C:10]([NH:12][C:13]2[CH:18]=[CH:17][C:16]([CH3:19])=[CH:15][C:14]=2[C:20]([CH:22]2[CH2:26][CH2:25][CH2:24][CH2:23]2)=[O:21])=[O:11])[S:7][CH:8]=1.[CH3:27][S:28](Cl)(=[O:30])=[O:29].N1C=CC=CC=1. The catalyst is C(Cl)Cl. (2) The reactants are Cl.[NH:2]([C:4]1[CH:12]=[CH:11][C:10]([N+:13]([O-:15])=[O:14])=[CH:9][C:5]=1[C:6]([OH:8])=[O:7])[NH2:3].[CH2:16]([O:18][C:19](=[O:26])[C:20](=O)[CH2:21][C:22](=O)[CH3:23])[CH3:17]. The catalyst is CC(O)=O. The product is [CH2:16]([O:18][C:19]([C:20]1[CH:21]=[C:22]([CH3:23])[N:2]([C:4]2[CH:12]=[CH:11][C:10]([N+:13]([O-:15])=[O:14])=[CH:9][C:5]=2[C:6]([OH:8])=[O:7])[N:3]=1)=[O:26])[CH3:17]. The yield is 0.560. (3) The reactants are [CH3:1][O:2][C:3]1[CH:16]=[CH:15][C:6]2[CH:7]=[C:8]([C:10]([O:12]CC)=[O:11])[O:9][C:5]=2[CH:4]=1.CO.[Li+].[OH-]. The catalyst is C1COCC1.O. The product is [CH3:1][O:2][C:3]1[CH:16]=[CH:15][C:6]2[CH:7]=[C:8]([C:10]([OH:12])=[O:11])[O:9][C:5]=2[CH:4]=1. The yield is 0.910.